Dataset: Forward reaction prediction with 1.9M reactions from USPTO patents (1976-2016). Task: Predict the product of the given reaction. (1) Given the reactants [NH2:1][CH2:2][CH2:3][C:4]1[N:8]=[CH:7][NH:6][CH:5]=1.[CH:9](=O)[C:10]1[CH:15]=[CH:14][CH:13]=[CH:12][CH:11]=1.[BH4-].[Na+], predict the reaction product. The product is: [CH2:9]([NH:1][CH2:2][CH2:3][C:4]1[NH:8][CH:7]=[N:6][CH:5]=1)[C:10]1[CH:15]=[CH:14][CH:13]=[CH:12][CH:11]=1. (2) Given the reactants [Br:1]Br.[F:3][CH:4]([F:11])[C:5]1[CH:9]=[CH:8][N:7]([CH3:10])[N:6]=1.S([O-])([O-])(=O)=S.[Na+].[Na+], predict the reaction product. The product is: [Br:1][C:9]1[C:5]([CH:4]([F:11])[F:3])=[N:6][N:7]([CH3:10])[CH:8]=1. (3) Given the reactants [NH2:1][C:2]1[C:7]([Br:8])=[CH:6][CH:5]=[CH:4][C:3]=1[NH:9][CH2:10][C@@H:11]1[CH2:15][CH2:14][N:13]([C:16]([CH:18]2[CH2:20][CH2:19]2)=[O:17])[CH2:12]1.[F:21][C:22]1[CH:27]=[CH:26][C:25]([C:28]2[CH:35]=[CH:34][C:31]([CH:32]=O)=[CH:30][CH:29]=2)=[CH:24][CH:23]=1.OOS([O-])=O.[K+], predict the reaction product. The product is: [Br:8][C:7]1[C:2]2[N:1]=[C:32]([C:31]3[CH:30]=[CH:29][C:28]([C:25]4[CH:26]=[CH:27][C:22]([F:21])=[CH:23][CH:24]=4)=[CH:35][CH:34]=3)[N:9]([CH2:10][C@@H:11]3[CH2:15][CH2:14][N:13]([C:16]([CH:18]4[CH2:19][CH2:20]4)=[O:17])[CH2:12]3)[C:3]=2[CH:4]=[CH:5][CH:6]=1. (4) The product is: [CH2:34]([O:36][C:37]1[CH:38]=[C:39]([C@H:45]([N:49]2[C:57](=[O:58])[C:56]3[C:51](=[CH:52][CH:53]=[CH:54][C:55]=3[NH:59][C:60]([CH:62]3[CH2:64][CH2:63]3)=[O:61])[CH2:50]2)[CH2:46][CH2:47][S:70]([CH3:65])(=[O:72])=[O:69])[CH:40]=[CH:41][C:42]=1[O:43][CH3:44])[CH3:35]. Given the reactants C1(P(C2C=CC=CC=2)C2C=CC=CC=2)C=CC=CC=1.CC(OC(/N=N/C(OC(C)C)=O)=O)C.[CH2:34]([O:36][C:37]1[CH:38]=[C:39]([C@H:45]([N:49]2[C:57](=[O:58])[C:56]3[C:51](=[CH:52][CH:53]=[CH:54][C:55]=3[NH:59][C:60]([CH:62]3[CH2:64][CH2:63]3)=[O:61])[CH2:50]2)[CH2:46][CH2:47]O)[CH:40]=[CH:41][C:42]=1[O:43][CH3:44])[CH3:35].[CH3:65][S-].[Na+].O[O:69][S:70]([O-:72])=O.[K+], predict the reaction product. (5) Given the reactants CC([O-])(C)C.[K+].[C:7](#[N:9])[CH3:8].[C:10](OC)(=O)[C:11]1[CH:16]=[CH:15][N:14]=[CH:13][CH:12]=1.[C:20]1([NH:26][NH2:27])[CH:25]=[CH:24][CH:23]=[CH:22][CH:21]=1, predict the reaction product. The product is: [C:20]1([N:26]2[C:7]([NH2:9])=[CH:8][C:10]([C:11]3[CH:16]=[CH:15][N:14]=[CH:13][CH:12]=3)=[N:27]2)[CH:25]=[CH:24][CH:23]=[CH:22][CH:21]=1. (6) Given the reactants [C:1]([C:3]1[CH:4]=[C:5]([CH:10]=[CH:11][C:12]=1[O:13]C1C=CC2CCN(C3CCC3)CCC=2C=1)[C:6]([NH:8][CH3:9])=[O:7])#[N:2].B(Br)(Br)Br.O.Cl, predict the reaction product. The product is: [C:1]([C:3]1[CH:4]=[C:5]([CH:10]=[CH:11][C:12]=1[OH:13])[C:6]([NH:8][CH3:9])=[O:7])#[N:2]. (7) Given the reactants [Cl:1][C:2]1[N:6]([C:7]2[CH:12]=[CH:11][C:10]([C:13]3[CH:17]=[CH:16][S:15][CH:14]=3)=[CH:9][CH:8]=2)[C:5]([C:18](OCC)=[O:19])=[C:4]([NH:23][C:24](=[O:28])[CH2:25][C:26]#[N:27])[CH:3]=1.[H-].[Na+].CO, predict the reaction product. The product is: [Cl:1][C:2]1[N:6]([C:7]2[CH:12]=[CH:11][C:10]([C:13]3[CH:17]=[CH:16][S:15][CH:14]=3)=[CH:9][CH:8]=2)[C:5]2[C:18]([OH:19])=[C:25]([C:26]#[N:27])[C:24](=[O:28])[NH:23][C:4]=2[CH:3]=1.